From a dataset of Forward reaction prediction with 1.9M reactions from USPTO patents (1976-2016). Predict the product of the given reaction. Given the reactants Cl.CC(OC(=O)N[C:9]1[CH:10]=[N:11][N:12]([C:15]2[CH:20]=[CH:19][CH:18]=[C:17]([F:21])[CH:16]=2)[C:13]=1[I:14])(C)C, predict the reaction product. The product is: [I:14][C:13]1[N:12]([C:15]2[CH:20]=[CH:19][CH:18]=[C:17]([F:21])[CH:16]=2)[N:11]=[CH:10][CH:9]=1.